Predict the reaction yield, written as a fraction of the theoretical maximum amount of product (1.0 means a 100% yield; for example, 0.34 means a 34% yield). From a dataset of Reaction yield outcomes from USPTO patents with 853,638 reactions. (1) The reactants are [CH2:1]([O:3][C:4]1[CH:5]=[C:6]([CH:12]([N:17]2[CH2:25][C:24]3[C:19](=[CH:20][CH:21]=[CH:22][CH:23]=3)[C:18]2=[O:26])[CH2:13][C:14]([OH:16])=O)[CH:7]=[CH:8][C:9]=1[O:10][CH3:11])[CH3:2].Cl.[CH3:28][O:29][NH2:30].CN1CCCCC1.CCOCC. The catalyst is C(Cl)Cl. The product is [CH2:1]([O:3][C:4]1[CH:5]=[C:6]([CH:12]([N:17]2[CH2:25][C:24]3[C:19](=[CH:20][CH:21]=[CH:22][CH:23]=3)[C:18]2=[O:26])[CH2:13][C:14]([NH:30][O:29][CH3:28])=[O:16])[CH:7]=[CH:8][C:9]=1[O:10][CH3:11])[CH3:2]. The yield is 0.670. (2) The reactants are [F:1][C:2]1[C:7]([NH:8][CH2:9][C:10]2[CH:15]=[C:14]([C:16]3[CH:21]=[CH:20][CH:19]=[C:18]([F:22])[CH:17]=3)[CH:13]=[C:12]([F:23])[C:11]=2[CH3:24])=[C:6]([F:25])[CH:5]=[CH:4][C:3]=1[OH:26].C([O-])([O-])=O.[Cs+].[Cs+].Br[CH2:34][C:35]([O:37][CH:38]([CH3:40])[CH3:39])=[O:36].O. The catalyst is CN(C=O)C. The product is [F:1][C:2]1[C:7]([NH:8][CH2:9][C:10]2[CH:15]=[C:14]([C:16]3[CH:21]=[CH:20][CH:19]=[C:18]([F:22])[CH:17]=3)[CH:13]=[C:12]([F:23])[C:11]=2[CH3:24])=[C:6]([F:25])[CH:5]=[CH:4][C:3]=1[O:26][CH2:34][C:35]([O:37][CH:38]([CH3:40])[CH3:39])=[O:36]. The yield is 0.260. (3) The product is [NH2:15][C:3]1[C:4]([NH:13][CH3:14])=[C:5]([C:8]([O:10][CH2:11][CH3:12])=[O:9])[CH:6]=[N:7][C:2]=1[Cl:1]. The reactants are [Cl:1][C:2]1[N:7]=[CH:6][C:5]([C:8]([O:10][CH2:11][CH3:12])=[O:9])=[C:4]([NH:13][CH3:14])[C:3]=1[N+:15]([O-])=O.C(O)C. The catalyst is [Ni].O. The yield is 1.07.